From a dataset of NCI-60 drug combinations with 297,098 pairs across 59 cell lines. Regression. Given two drug SMILES strings and cell line genomic features, predict the synergy score measuring deviation from expected non-interaction effect. (1) Synergy scores: CSS=63.4, Synergy_ZIP=0.982, Synergy_Bliss=-0.0411, Synergy_Loewe=-19.1, Synergy_HSA=-0.600. Cell line: MOLT-4. Drug 1: CC(C)CN1C=NC2=C1C3=CC=CC=C3N=C2N. Drug 2: CC1CCCC2(C(O2)CC(NC(=O)CC(C(C(=O)C(C1O)C)(C)C)O)C(=CC3=CSC(=N3)C)C)C. (2) Drug 1: CC1C(C(CC(O1)OC2CC(CC3=C2C(=C4C(=C3O)C(=O)C5=C(C4=O)C(=CC=C5)OC)O)(C(=O)C)O)N)O.Cl. Drug 2: CN(C(=O)NC(C=O)C(C(C(CO)O)O)O)N=O. Cell line: HCT-15. Synergy scores: CSS=11.6, Synergy_ZIP=-2.79, Synergy_Bliss=3.20, Synergy_Loewe=-10.3, Synergy_HSA=1.93. (3) Drug 1: C1=C(C(=O)NC(=O)N1)N(CCCl)CCCl. Drug 2: CC1=C(C(=CC=C1)Cl)NC(=O)C2=CN=C(S2)NC3=CC(=NC(=N3)C)N4CCN(CC4)CCO. Cell line: NCI/ADR-RES. Synergy scores: CSS=34.8, Synergy_ZIP=6.85, Synergy_Bliss=7.26, Synergy_Loewe=7.01, Synergy_HSA=7.10. (4) Drug 1: C(=O)(N)NO. Drug 2: C1C(C(OC1N2C=NC3=C2NC=NCC3O)CO)O. Cell line: SR. Synergy scores: CSS=8.81, Synergy_ZIP=2.91, Synergy_Bliss=5.97, Synergy_Loewe=6.63, Synergy_HSA=4.63.